From a dataset of Forward reaction prediction with 1.9M reactions from USPTO patents (1976-2016). Predict the product of the given reaction. (1) The product is: [NH2:22][S:19]([N:6]1[CH2:7][CH2:8][CH2:9][C@H:5]1[C:4]([N:3]([CH3:11])[CH3:2])=[O:10])(=[O:21])=[O:20]. Given the reactants Cl.[CH3:2][N:3]([CH3:11])[C:4](=[O:10])[C@@H:5]1[CH2:9][CH2:8][CH2:7][NH:6]1.C(N(CC)CC)C.[S:19](N)([NH2:22])(=[O:21])=[O:20], predict the reaction product. (2) Given the reactants [F:1][C:2]1[CH:7]=[CH:6][C:5]([C:8]2([C:18]([NH2:20])=O)[C:12]3[CH:13]=[CH:14][CH:15]=[CH:16][C:11]=3[C:10](=[O:17])[O:9]2)=[CH:4][CH:3]=1.[NH2:21][C@@H:22]1[CH2:27][CH2:26][CH2:25][CH2:24][C@H:23]1N.C1(C)C=CC=CC=1, predict the reaction product. The product is: [F:1][C:2]1[CH:7]=[CH:6][C:5]([C:8]2([OH:9])[C:12]3[C:11](=[CH:16][CH:15]=[CH:14][CH:13]=3)[C:10](=[O:17])[N:21]3[CH:22]4[CH2:27][CH2:26][CH2:25][CH2:24][CH:23]4[N:20]=[C:18]23)=[CH:4][CH:3]=1. (3) Given the reactants B1(B2OC(C)(C)C(C)(C)O2)OC(C)(C)C(C)(C)O1.C(=O)([O-])[O-].[K+].[K+].Br[C:26]1[CH:31]=[CH:30][C:29]([CH2:32][OH:33])=[C:28]([O:34][CH3:35])[CH:27]=1.Br[C:37]1[CH:42]=[CH:41][C:40]([NH:43][C:44]([C@@H:46]2[CH:51]3[CH2:52][CH2:53][N:48]([CH2:49][CH2:50]3)[CH2:47]2)=[O:45])=[CH:39][CH:38]=1.[OH-].[Na+], predict the reaction product. The product is: [OH:33][CH2:32][C:29]1[CH:30]=[CH:31][C:26]([C:37]2[CH:42]=[CH:41][C:40]([NH:43][C:44]([C@@H:46]3[CH:51]4[CH2:52][CH2:53][N:48]([CH2:49][CH2:50]4)[CH2:47]3)=[O:45])=[CH:39][CH:38]=2)=[CH:27][C:28]=1[O:34][CH3:35].